This data is from Reaction yield outcomes from USPTO patents with 853,638 reactions. The task is: Predict the reaction yield, written as a fraction of the theoretical maximum amount of product (1.0 means a 100% yield; for example, 0.34 means a 34% yield). (1) The reactants are [CH2:1]1[C:9]2[C:4](=[CH:5][C:6]([S:10]([CH2:13][C:14]3[CH:19]=[CH:18][C:17]([C:20](O)([C:25]([F:28])([F:27])[F:26])[C:21]([F:24])([F:23])[F:22])=[CH:16][CH:15]=3)(=[O:12])=[O:11])=[CH:7][CH:8]=2)[CH2:3][CH2:2]1.CCN(S(F)(F)[F:36])CC. The catalyst is C(Cl)Cl. The product is [F:22][C:21]([F:23])([F:24])[C:20]([F:36])([C:17]1[CH:18]=[CH:19][C:14]([CH2:13][S:10]([C:6]2[CH:5]=[C:4]3[C:9](=[CH:8][CH:7]=2)[CH2:1][CH2:2][CH2:3]3)(=[O:12])=[O:11])=[CH:15][CH:16]=1)[C:25]([F:27])([F:28])[F:26]. The yield is 0.810. (2) The reactants are [OH:1][CH:2]([C:17]1[CH:22]=[CH:21][CH:20]=[CH:19][CH:18]=1)[CH2:3][NH:4][C:5]([CH:7]1[CH2:12][CH:11]([CH3:13])[CH2:10][CH2:9][CH:8]1[CH:14]([CH3:16])[CH3:15])=[O:6]. The catalyst is C(O)(=O)C.O.C(OCC)(=O)C.C([O-])(O)=O.[Na+]. The product is [O:1]=[C:2]([C:17]1[CH:18]=[CH:19][CH:20]=[CH:21][CH:22]=1)[CH2:3][NH:4][C:5]([CH:7]1[CH2:12][CH:11]([CH3:13])[CH2:10][CH2:9][CH:8]1[CH:14]([CH3:16])[CH3:15])=[O:6]. The yield is 0.930. (3) The reactants are [O:1]1[C:5]2[CH:6]=[CH:7][C:8]([C:10]3([C:13]([NH:15][C:16]4[CH:21]=[C:20]([C:22]5[CH:27]=[CH:26][C:25]([C:28](=[O:32])[N:29]([CH3:31])[CH3:30])=[CH:24][CH:23]=5)[C:19]([C:33](O)=[O:34])=[CH:18][CH:17]=4)=[O:14])[CH2:12][CH2:11]3)=[CH:9][C:4]=2[O:3][CH2:2]1.CN.O1CCCC1.C[CH2:44][N:45](CC)CC.F[P-](F)(F)(F)(F)F.N1(OC(N(C)C)=[N+](C)C)C2N=CC=CC=2N=N1. The product is [O:1]1[C:5]2[CH:6]=[CH:7][C:8]([C:10]3([C:13]([NH:15][C:16]4[CH:21]=[C:20]([C:22]5[CH:27]=[CH:26][C:25]([C:28]([N:29]([CH3:30])[CH3:31])=[O:32])=[CH:24][CH:23]=5)[C:19]([C:33]([NH:45][CH3:44])=[O:34])=[CH:18][CH:17]=4)=[O:14])[CH2:11][CH2:12]3)=[CH:9][C:4]=2[O:3][CH2:2]1. The yield is 0.100. The catalyst is CN(C=O)C. (4) The reactants are [C:1]1([O:7][CH2:8][CH2:9][CH2:10][CH2:11][CH2:12][CH2:13][CH2:14][OH:15])[CH:6]=[CH:5][CH:4]=[CH:3][CH:2]=1.[CH3:16][S:17](Cl)(=[O:19])=[O:18].C(N(CC)CC)C. The catalyst is C(Cl)Cl. The product is [CH3:16][S:17]([O:15][CH2:14][CH2:13][CH2:12][CH2:11][CH2:10][CH2:9][CH2:8][O:7][C:1]1[CH:6]=[CH:5][CH:4]=[CH:3][CH:2]=1)(=[O:19])=[O:18]. The yield is 0.865. (5) The reactants are C([O:3][C:4]([C:6]1([NH:15][C:16]([C:18]2[C:19]([NH:24][CH2:25][CH2:26][CH:27]=C)=[N:20][CH:21]=[CH:22][CH:23]=2)=[O:17])[CH2:14][C:13]2[C:8](=[CH:9][CH:10]=[CH:11][CH:12]=2)[CH2:7]1)=[O:5])C.O1CCOC[CH2:30]1.CO. The catalyst is O. The product is [CH2:25]([N:24]([CH3:30])[C:19]1[C:18]([C:16]([NH:15][C:6]2([C:4]([OH:3])=[O:5])[CH2:7][C:8]3[C:13](=[CH:12][CH:11]=[CH:10][CH:9]=3)[CH2:14]2)=[O:17])=[CH:23][CH:22]=[CH:21][N:20]=1)[CH:26]=[CH2:27]. The yield is 1.00.